This data is from Reaction yield outcomes from USPTO patents with 853,638 reactions. The task is: Predict the reaction yield, written as a fraction of the theoretical maximum amount of product (1.0 means a 100% yield; for example, 0.34 means a 34% yield). The product is [NH2:22][C@H:18]([CH2:17][C:9]1[CH:8]=[CH:7][CH:12]=[C:11]([C:13]([F:14])([F:15])[F:16])[CH:10]=1)[CH2:19][OH:20]. The reactants are B.O1CCCC1.[CH:7]1[CH:12]=[C:11]([C:13]([F:16])([F:15])[F:14])[CH:10]=[C:9]([CH2:17][C@@H:18]([NH2:22])[C:19](O)=[O:20])[CH:8]=1. The catalyst is O1CCCC1. The yield is 0.840.